From a dataset of Reaction yield outcomes from USPTO patents with 853,638 reactions. Predict the reaction yield, written as a fraction of the theoretical maximum amount of product (1.0 means a 100% yield; for example, 0.34 means a 34% yield). (1) The reactants are [CH2:1]([N:4]([CH2:10][C:11]1[CH:12]=[N:13][CH:14]=NC=1)[C:5](=[O:9])[O:6][CH2:7][CH3:8])[C:2]#[CH:3]. The catalyst is C1(C)C(C)=CC=CC=1. The product is [CH2:1]1[C:2]2[CH:3]=[CH:14][N:13]=[CH:12][C:11]=2[CH2:10][N:4]1[C:5]([O:6][CH2:7][CH3:8])=[O:9]. The yield is 0.460. (2) The yield is 0.670. The product is [CH3:8][C:9]1([CH3:25])[C:13]([CH3:15])([CH3:14])[O:12][B:11]([C:2]2[N:7]=[CH:6][CH:5]=[CH:4][N:3]=2)[O:10]1. The catalyst is COCCOC.O. The reactants are Br[C:2]1[N:7]=[CH:6][CH:5]=[CH:4][N:3]=1.[CH3:8][C:9]1([CH3:25])[C:13]([CH3:15])([CH3:14])[O:12][B:11]([B:11]2[O:12][C:13]([CH3:15])([CH3:14])[C:9]([CH3:25])([CH3:8])[O:10]2)[O:10]1.C([O-])(=O)C.[K+]. (3) The reactants are [F:1][C:2]1[CH:7]=[C:6]([O:8][CH3:9])[CH:5]=[CH:4][C:3]=1[O:10][CH3:11].[Li]CCCC.N#N.Cl[C:20]([O:22][CH2:23]C)=[O:21]. The catalyst is C1COCC1. The product is [F:1][C:2]1[C:3]([O:10][CH3:11])=[CH:4][CH:5]=[C:6]([O:8][CH3:9])[C:7]=1[C:20]([O:22][CH3:23])=[O:21]. The yield is 0.650. (4) The product is [OH:18][C:19]1[CH:20]=[CH:21][C:22]([N+:26]([O-:28])=[O:27])=[C:23]([CH:25]=1)[NH:24][C:2]1[CH:7]=[C:6]([C:8]([F:11])([F:10])[F:9])[N:5]=[C:4]([C:12]2[CH:13]=[N:14][CH:15]=[CH:16][CH:17]=2)[N:3]=1. The reactants are Cl[C:2]1[CH:7]=[C:6]([C:8]([F:11])([F:10])[F:9])[N:5]=[C:4]([C:12]2[CH:13]=[N:14][CH:15]=[CH:16][CH:17]=2)[N:3]=1.[OH:18][C:19]1[CH:20]=[CH:21][C:22]([N+:26]([O-:28])=[O:27])=[C:23]([CH:25]=1)[NH2:24].[OH-].[Na+]. No catalyst specified. The yield is 0.630.